From a dataset of Forward reaction prediction with 1.9M reactions from USPTO patents (1976-2016). Predict the product of the given reaction. (1) Given the reactants [N:1]1[C:10]2[C:5](=[CH:6][CH:7]=[CH:8][CH:9]=2)[CH:4]=[CH:3][C:2]=1[CH2:11][O:12][C:13]1[CH:17]=[C:16]([C:18](OC)=[O:19])[O:15][N:14]=1.[H-].C([Al+]CC(C)C)C(C)C.Cl, predict the reaction product. The product is: [N:1]1[C:10]2[C:5](=[CH:6][CH:7]=[CH:8][CH:9]=2)[CH:4]=[CH:3][C:2]=1[CH2:11][O:12][C:13]1[CH:17]=[C:16]([CH2:18][OH:19])[O:15][N:14]=1. (2) Given the reactants [C:1]([O:5][C:6](=[O:44])[NH:7][CH2:8][C:9]([CH3:43])([CH3:42])[CH2:10][NH:11][C:12](=[O:41])[C:13]1[CH:18]=[CH:17][C:16]([NH:19][C:20]2[N:25]=[C:24]([NH:26][CH2:27][C:28]3[CH:33]=[CH:32][C:31]([OH:34])=[CH:30][CH:29]=3)[N:23]=[C:22]([O:35][CH2:36][C:37]([F:40])([F:39])[F:38])[N:21]=2)=[CH:15][CH:14]=1)([CH3:4])([CH3:3])[CH3:2].[Cl:45][CH2:46][C:47]1([CH2:51]Cl)[CH2:50][O:49][CH2:48]1.C([O-])([O-])=O.[K+].[K+], predict the reaction product. The product is: [C:1]([O:5][C:6](=[O:44])[NH:7][CH2:8][C:9]([CH3:43])([CH3:42])[CH2:10][NH:11][C:12](=[O:41])[C:13]1[CH:18]=[CH:17][C:16]([NH:19][C:20]2[N:25]=[C:24]([NH:26][CH2:27][C:28]3[CH:29]=[CH:30][C:31]([O:34][CH2:51][C:47]4([CH2:46][Cl:45])[CH2:50][O:49][CH2:48]4)=[CH:32][CH:33]=3)[N:23]=[C:22]([O:35][CH2:36][C:37]([F:38])([F:40])[F:39])[N:21]=2)=[CH:15][CH:14]=1)([CH3:4])([CH3:2])[CH3:3]. (3) Given the reactants [NH:1]1[C:9]2[C:4](=[CH:5][CH:6]=[C:7]([NH2:10])[CH:8]=2)[CH:3]=[N:2]1.[N:11]([O-])=O.[Na+].O.O.[Cl:17][Sn]Cl, predict the reaction product. The product is: [ClH:17].[NH:1]1[C:9]2[C:4](=[CH:5][CH:6]=[C:7]([NH:10][NH2:11])[CH:8]=2)[CH:3]=[N:2]1. (4) Given the reactants [N:1]1([CH2:6][C:7]#[N:8])[CH:5]=[N:4][CH:3]=[N:2]1.C(=O)([O-])[O-].[Na+].[Na+].Cl.[NH2:16][OH:17], predict the reaction product. The product is: [OH:17][NH:16][C:7](=[NH:8])[CH2:6][N:1]1[CH:5]=[N:4][CH:3]=[N:2]1. (5) Given the reactants [C:1]([C:3]1[CH:8]=[CH:7][CH:6]=[C:5]([S:9][C:10]2[N:15]=[CH:14][CH:13]=[CH:12][N:11]=2)[N:4]=1)#[N:2].[C:16](OC)(=[O:24])[C:17]1[C:18](=[CH:20][CH:21]=[CH:22][CH:23]=1)[SH:19].C(N(CC)CC)C, predict the reaction product. The product is: [N:11]1[CH:12]=[CH:13][CH:14]=[N:15][C:10]=1[S:9][C:5]1[N:4]=[C:3]([C:1]2[S:19][C:18]3[CH:20]=[CH:21][CH:22]=[CH:23][C:17]=3[C:16](=[O:24])[N:2]=2)[CH:8]=[CH:7][CH:6]=1.